From a dataset of Reaction yield outcomes from USPTO patents with 853,638 reactions. Predict the reaction yield, written as a fraction of the theoretical maximum amount of product (1.0 means a 100% yield; for example, 0.34 means a 34% yield). (1) The reactants are [Cl:1][C:2]1[CH:3]=[C:4]([S:9]([N:12]([CH2:14][CH2:15][N:16]([CH3:18])[CH3:17])[CH3:13])(=[O:11])=[O:10])[CH:5]=[N:6][C:7]=1Cl.CC(C)([O-])C.[K+].CN(C)C(=O)C.[CH3:31][N:32]1[CH:36]=[CH:35][C:34]([NH:37][C:38]2[C:47]3[C:42](=[CH:43][CH:44]=[C:45]([OH:48])[CH:46]=3)[N:41]=[CH:40][N:39]=2)=[N:33]1. The catalyst is O. The product is [Cl:1][C:2]1[CH:3]=[C:4]([S:9]([N:12]([CH2:14][CH2:15][N:16]([CH3:18])[CH3:17])[CH3:13])(=[O:11])=[O:10])[CH:5]=[N:6][C:7]=1[O:48][C:45]1[CH:46]=[C:47]2[C:42](=[CH:43][CH:44]=1)[N:41]=[CH:40][N:39]=[C:38]2[NH:37][C:34]1[CH:35]=[CH:36][N:32]([CH3:31])[N:33]=1. The yield is 0.610. (2) The reactants are [CH2:1]([NH:9][CH:10]1[CH2:15][CH2:14][CH:13]([C:16]2[N:17]=[N:18][N:19]3[C:24]=2[C:23]2[CH:25]=[CH:26][NH:27][C:22]=2[N:21]=[CH:20]3)[CH2:12][CH2:11]1)[CH2:2][C:3]1[CH:8]=[CH:7][CH:6]=[CH:5][CH:4]=1.C1(C2CCC(NC3C=CC(C#N)=CC=3)CC2)N=NN2C=1C1C=CNC=1N=C2. No catalyst specified. The product is [CH2:1]([NH:9][C@H:10]1[CH2:15][CH2:14][C@@H:13]([C:16]2[N:17]=[N:18][N:19]3[C:24]=2[C:23]2[CH:25]=[CH:26][NH:27][C:22]=2[N:21]=[CH:20]3)[CH2:12][CH2:11]1)[CH2:2][C:3]1[CH:8]=[CH:7][CH:6]=[CH:5][CH:4]=1.[CH2:1]([NH:9][C@H:10]1[CH2:15][CH2:14][C@H:13]([C:16]2[N:17]=[N:18][N:19]3[C:24]=2[C:23]2[CH:25]=[CH:26][NH:27][C:22]=2[N:21]=[CH:20]3)[CH2:12][CH2:11]1)[CH2:2][C:3]1[CH:8]=[CH:7][CH:6]=[CH:5][CH:4]=1. The yield is 0.160.